Dataset: Peptide-MHC class I binding affinity with 185,985 pairs from IEDB/IMGT. Task: Regression. Given a peptide amino acid sequence and an MHC pseudo amino acid sequence, predict their binding affinity value. This is MHC class I binding data. (1) The peptide sequence is MLLILCVTQV. The MHC is HLA-A02:03 with pseudo-sequence HLA-A02:03. The binding affinity (normalized) is 0.731. (2) The peptide sequence is SLTALSAGV. The MHC is HLA-A02:06 with pseudo-sequence HLA-A02:06. The binding affinity (normalized) is 0.733. (3) The binding affinity (normalized) is 0.585. The MHC is HLA-A32:01 with pseudo-sequence HLA-A32:01. The peptide sequence is MSLVMAWRTI. (4) The peptide sequence is ELQAQIAEL. The MHC is HLA-A68:02 with pseudo-sequence HLA-A68:02. The binding affinity (normalized) is 0.773. (5) The peptide sequence is VTYELRYTL. The MHC is HLA-A32:01 with pseudo-sequence HLA-A32:01. The binding affinity (normalized) is 0.771. (6) The peptide sequence is YADGGQWYN. The MHC is HLA-B39:01 with pseudo-sequence HLA-B39:01. The binding affinity (normalized) is 0.0847. (7) The peptide sequence is AVGFFPTGV. The MHC is HLA-A02:01 with pseudo-sequence HLA-A02:01. The binding affinity (normalized) is 0.898. (8) The peptide sequence is ALSSSLGNV. The MHC is HLA-A02:02 with pseudo-sequence HLA-A02:02. The binding affinity (normalized) is 0.938.